The task is: Predict the reactants needed to synthesize the given product.. This data is from Full USPTO retrosynthesis dataset with 1.9M reactions from patents (1976-2016). (1) Given the product [CH2:15]([N:3]1[CH2:4][CH2:5][O:1][C:2]1=[O:6])[CH2:14][C:13]#[CH:18], predict the reactants needed to synthesize it. The reactants are: [O:1]1[CH2:5][CH2:4][NH:3][C:2]1=[O:6].C(=O)([O-])[O-].[K+].[K+].[C:13]1(C)[CH:18]=CC=[CH:15][CH:14]=1.S(C1C=CC(C)=CC=1)([O-])(=O)=O. (2) The reactants are: [CH3:1][O:2][C:3]([C:5]1[S:6][C:7]([CH2:11][CH2:12][CH:13]2[CH2:15][CH2:14]2)=[CH:8][C:9]=1[NH2:10])=[O:4].CO[CH:18]([N:21]([CH3:23])[CH3:22])OC. Given the product [CH3:1][O:2][C:3]([C:5]1[S:6][C:7]([CH2:11][CH2:12][CH:13]2[CH2:14][CH2:15]2)=[CH:8][C:9]=1[N:10]=[CH:18][N:21]([CH3:23])[CH3:22])=[O:4], predict the reactants needed to synthesize it. (3) Given the product [CH2:26]([C@H:8]1[CH2:7][NH:6][CH2:10][C@@H:9]1[CH2:11][N:12]([C:19]1[CH:20]=[CH:21][C:22]([Cl:25])=[CH:23][CH:24]=1)[C:13]1[CH:18]=[CH:17][CH:16]=[CH:15][CH:14]=1)[C:27]1[CH:28]=[CH:29][CH:30]=[CH:31][CH:32]=1, predict the reactants needed to synthesize it. The reactants are: C(OC([N:6]1[CH2:10][C@H:9]([CH2:11][N:12]([C:19]2[CH:24]=[CH:23][C:22]([Cl:25])=[CH:21][CH:20]=2)[C:13]2[CH:18]=[CH:17][CH:16]=[CH:15][CH:14]=2)[C@@H:8]([CH2:26][C:27]2[CH:32]=[CH:31][CH:30]=[CH:29][CH:28]=2)[CH2:7]1)=O)C.[OH-].[K+].